From a dataset of NCI-60 drug combinations with 297,098 pairs across 59 cell lines. Regression. Given two drug SMILES strings and cell line genomic features, predict the synergy score measuring deviation from expected non-interaction effect. (1) Cell line: SK-MEL-5. Drug 2: B(C(CC(C)C)NC(=O)C(CC1=CC=CC=C1)NC(=O)C2=NC=CN=C2)(O)O. Drug 1: CC(CN1CC(=O)NC(=O)C1)N2CC(=O)NC(=O)C2. Synergy scores: CSS=13.4, Synergy_ZIP=-3.82, Synergy_Bliss=-0.549, Synergy_Loewe=-3.81, Synergy_HSA=-3.63. (2) Drug 1: C1=CC(=C2C(=C1NCCNCCO)C(=O)C3=C(C=CC(=C3C2=O)O)O)NCCNCCO. Drug 2: C(CCl)NC(=O)N(CCCl)N=O. Cell line: MDA-MB-435. Synergy scores: CSS=4.03, Synergy_ZIP=-3.73, Synergy_Bliss=4.63, Synergy_Loewe=-22.4, Synergy_HSA=0.990. (3) Drug 1: CC12CCC3C(C1CCC2O)C(CC4=C3C=CC(=C4)O)CCCCCCCCCS(=O)CCCC(C(F)(F)F)(F)F. Drug 2: CCCCCOC(=O)NC1=NC(=O)N(C=C1F)C2C(C(C(O2)C)O)O. Cell line: MDA-MB-231. Synergy scores: CSS=-4.64, Synergy_ZIP=5.27, Synergy_Bliss=5.77, Synergy_Loewe=-8.13, Synergy_HSA=-7.59. (4) Drug 1: CS(=O)(=O)C1=CC(=C(C=C1)C(=O)NC2=CC(=C(C=C2)Cl)C3=CC=CC=N3)Cl. Drug 2: C1=CN(C=N1)CC(O)(P(=O)(O)O)P(=O)(O)O. Cell line: A549. Synergy scores: CSS=9.30, Synergy_ZIP=-2.49, Synergy_Bliss=1.37, Synergy_Loewe=2.70, Synergy_HSA=0.681. (5) Drug 1: C1=NC(=NC(=O)N1C2C(C(C(O2)CO)O)O)N. Drug 2: CS(=O)(=O)OCCCCOS(=O)(=O)C. Cell line: A498. Synergy scores: CSS=7.10, Synergy_ZIP=-2.90, Synergy_Bliss=0.726, Synergy_Loewe=-5.09, Synergy_HSA=-1.48. (6) Drug 1: CC1=C2C(C(=O)C3(C(CC4C(C3C(C(C2(C)C)(CC1OC(=O)C(C(C5=CC=CC=C5)NC(=O)OC(C)(C)C)O)O)OC(=O)C6=CC=CC=C6)(CO4)OC(=O)C)O)C)O. Drug 2: CCN(CC)CCNC(=O)C1=C(NC(=C1C)C=C2C3=C(C=CC(=C3)F)NC2=O)C. Cell line: OVCAR-5. Synergy scores: CSS=3.58, Synergy_ZIP=7.15, Synergy_Bliss=7.95, Synergy_Loewe=2.74, Synergy_HSA=6.64. (7) Drug 1: C1=CC(=C2C(=C1NCCNCCO)C(=O)C3=C(C=CC(=C3C2=O)O)O)NCCNCCO. Drug 2: CCC(=C(C1=CC=CC=C1)C2=CC=C(C=C2)OCCN(C)C)C3=CC=CC=C3.C(C(=O)O)C(CC(=O)O)(C(=O)O)O. Cell line: A498. Synergy scores: CSS=42.1, Synergy_ZIP=9.21, Synergy_Bliss=8.36, Synergy_Loewe=2.31, Synergy_HSA=9.82. (8) Drug 1: CC1=C(N=C(N=C1N)C(CC(=O)N)NCC(C(=O)N)N)C(=O)NC(C(C2=CN=CN2)OC3C(C(C(C(O3)CO)O)O)OC4C(C(C(C(O4)CO)O)OC(=O)N)O)C(=O)NC(C)C(C(C)C(=O)NC(C(C)O)C(=O)NCCC5=NC(=CS5)C6=NC(=CS6)C(=O)NCCC[S+](C)C)O. Drug 2: CC1CCCC2(C(O2)CC(NC(=O)CC(C(C(=O)C(C1O)C)(C)C)O)C(=CC3=CSC(=N3)C)C)C. Cell line: SK-MEL-5. Synergy scores: CSS=54.4, Synergy_ZIP=-0.139, Synergy_Bliss=0.736, Synergy_Loewe=1.29, Synergy_HSA=2.92. (9) Drug 1: COC1=CC(=CC(=C1O)OC)C2C3C(COC3=O)C(C4=CC5=C(C=C24)OCO5)OC6C(C(C7C(O6)COC(O7)C8=CC=CS8)O)O. Drug 2: CS(=O)(=O)OCCCCOS(=O)(=O)C. Cell line: CCRF-CEM. Synergy scores: CSS=67.0, Synergy_ZIP=4.02, Synergy_Bliss=4.67, Synergy_Loewe=-12.9, Synergy_HSA=8.72.